Dataset: Forward reaction prediction with 1.9M reactions from USPTO patents (1976-2016). Task: Predict the product of the given reaction. (1) The product is: [C:24]([NH:1][C:2]1[C:7]([F:8])=[C:6]([Cl:9])[N:5]=[C:4]([C:10]([O:12][CH3:13])=[O:11])[C:3]=1[Cl:14])(=[O:26])[CH3:25]. Given the reactants [NH2:1][C:2]1[C:7]([F:8])=[C:6]([Cl:9])[N:5]=[C:4]([C:10]([O:12][CH3:13])=[O:11])[C:3]=1[Cl:14].C(Cl)(Cl)Cl.S(=O)(=O)(O)O.[C:24](OC(=O)C)(=[O:26])[CH3:25], predict the reaction product. (2) Given the reactants [F:1][C:2]1[CH:10]=[C:9]2[C:5]([C:6]([CH2:11][C:12]([O:14][CH2:15][CH3:16])=[O:13])=[N:7][NH:8]2)=[CH:4][CH:3]=1.C(=O)([O-])[O-].[Cs+].[Cs+].[N+:23]([C:26]1[CH:33]=[CH:32][C:29]([CH2:30]Br)=[CH:28][CH:27]=1)([O-:25])=[O:24], predict the reaction product. The product is: [F:1][C:2]1[CH:10]=[C:9]2[C:5]([C:6]([CH2:11][C:12]([O:14][CH2:15][CH3:16])=[O:13])=[N:7][N:8]2[CH2:30][C:29]2[CH:32]=[CH:33][C:26]([N+:23]([O-:25])=[O:24])=[CH:27][CH:28]=2)=[CH:4][CH:3]=1.